The task is: Regression. Given two drug SMILES strings and cell line genomic features, predict the synergy score measuring deviation from expected non-interaction effect.. This data is from NCI-60 drug combinations with 297,098 pairs across 59 cell lines. (1) Drug 1: C1=NC(=NC(=O)N1C2C(C(C(O2)CO)O)O)N. Drug 2: CC1C(C(CC(O1)OC2CC(OC(C2O)C)OC3=CC4=CC5=C(C(=O)C(C(C5)C(C(=O)C(C(C)O)O)OC)OC6CC(C(C(O6)C)O)OC7CC(C(C(O7)C)O)OC8CC(C(C(O8)C)O)(C)O)C(=C4C(=C3C)O)O)O)O. Cell line: PC-3. Synergy scores: CSS=56.5, Synergy_ZIP=-5.38, Synergy_Bliss=0.257, Synergy_Loewe=-9.81, Synergy_HSA=-0.474. (2) Drug 1: C1=C(C(=O)NC(=O)N1)F. Drug 2: CC1CCCC2(C(O2)CC(NC(=O)CC(C(C(=O)C(C1O)C)(C)C)O)C(=CC3=CSC(=N3)C)C)C. Cell line: PC-3. Synergy scores: CSS=37.8, Synergy_ZIP=5.44, Synergy_Bliss=5.05, Synergy_Loewe=5.06, Synergy_HSA=5.06.